From a dataset of Full USPTO retrosynthesis dataset with 1.9M reactions from patents (1976-2016). Predict the reactants needed to synthesize the given product. (1) Given the product [N:4]1[NH:3][N:2]=[N:1][C:5]=1[NH:6][C:7]([C:9]1[S:13][C:12]2[CH:15]=[CH:16][C:17]([O:19][CH3:20])=[CH:18][C:11]=2[C:10]=1[O:21][C:22]1[CH:23]=[C:24]([CH3:29])[CH:25]=[C:26]([CH3:28])[CH:27]=1)=[O:8], predict the reactants needed to synthesize it. The reactants are: [N:1]1[NH:2][N:3]=[N:4][C:5]=1[NH:6][C:7]([C:9]1[S:13](=O)[C:12]2[CH:15]=[CH:16][C:17]([O:19][CH3:20])=[CH:18][C:11]=2[C:10]=1[O:21][C:22]1[CH:27]=[C:26]([CH3:28])[CH:25]=[C:24]([CH3:29])[CH:23]=1)=[O:8].[I-].[Na+].Cl[Si](C)(C)C. (2) Given the product [Cl:1][C:2]1[CH:7]=[CH:6][C:5]([C:8]2[S:9][C:10]([CH3:20])=[C:11]([C:13]3[C:17](=[O:18])[CH2:16][CH2:15][C:14]=3[O:19][CH3:21])[N:12]=2)=[CH:4][CH:3]=1, predict the reactants needed to synthesize it. The reactants are: [Cl:1][C:2]1[CH:7]=[CH:6][C:5]([C:8]2[S:9][C:10]([CH3:20])=[C:11]([CH:13]3[C:17](=[O:18])[CH2:16][CH2:15][C:14]3=[O:19])[N:12]=2)=[CH:4][CH:3]=1.[C:21](=O)([O-])[O-].[K+].[K+].IC. (3) Given the product [Cl:21][C:19]1[C:18]([C:22]([F:24])([F:23])[F:25])=[CH:17][N:16]=[C:15]([C:8]2[C:9]([O:11][CH3:12])=[N:10][C:5]([P:2]([CH3:4])([CH3:1])=[O:3])=[CH:6][CH:7]=2)[N:20]=1, predict the reactants needed to synthesize it. The reactants are: [CH3:1][P:2]([C:5]1[N:10]=[C:9]([O:11][CH3:12])[C:8](N)=[CH:7][CH:6]=1)([CH3:4])=[O:3].Cl[C:15]1[N:20]=[C:19]([Cl:21])[C:18]([C:22]([F:25])([F:24])[F:23])=[CH:17][N:16]=1. (4) Given the product [Br:17][C:12]1[CH:13]=[C:14]2[C:9](=[CH:10][CH:11]=1)[N:8]=[CH:7][C:6]([C:4]([OH:5])=[O:3])=[C:15]2[OH:16], predict the reactants needed to synthesize it. The reactants are: C([O:3][C:4]([C:6]1[CH:7]=[N:8][C:9]2[C:14]([C:15]=1[OH:16])=[CH:13][C:12]([Br:17])=[CH:11][CH:10]=2)=[O:5])C.